Task: Predict the reactants needed to synthesize the given product.. Dataset: Full USPTO retrosynthesis dataset with 1.9M reactions from patents (1976-2016) (1) Given the product [O:14]=[C:8]([C:5]1[CH:4]=[CH:3][C:2]([O:1][CH2:19][CH2:18][CH2:17][C:16]([F:22])([F:21])[F:15])=[CH:7][CH:6]=1)[CH2:9][C:10]([O:12][CH3:13])=[O:11], predict the reactants needed to synthesize it. The reactants are: [OH:1][C:2]1[CH:7]=[CH:6][C:5]([C:8](=[O:14])[CH2:9][C:10]([O:12][CH3:13])=[O:11])=[CH:4][CH:3]=1.[F:15][C:16]([F:22])([F:21])[CH2:17][CH2:18][CH2:19]O.C1(P(C2C=CC=CC=2)C2C=CC=CC=2)C=CC=CC=1.CC(OC(/N=N/C(OC(C)C)=O)=O)C. (2) Given the product [CH3:1][C:2]([N:11]1[CH:15]=[C:14]([NH:16][C:17](=[O:23])[CH:18]([NH:22][C:26](=[O:27])[CH:25]([OH:24])[C:29]([CH3:32])([CH3:31])[CH3:30])[CH2:19][CH2:20][CH3:21])[N:13]=[CH:12]1)([CH3:10])[CH2:3][N:4]1[CH2:5][CH2:6][O:7][CH2:8][CH2:9]1, predict the reactants needed to synthesize it. The reactants are: [CH3:1][C:2]([N:11]1[CH:15]=[C:14]([NH:16][C:17](=[O:23])[CH:18]([NH2:22])[CH2:19][CH2:20][CH3:21])[N:13]=[CH:12]1)([CH3:10])[CH2:3][N:4]1[CH2:9][CH2:8][O:7][CH2:6][CH2:5]1.[OH:24][C@@H:25]([C:29]([CH3:32])([CH3:31])[CH3:30])[C:26](O)=[O:27]. (3) Given the product [CH2:41]([O:40][C:31]1[CH:32]=[CH:33][CH:34]=[C:35]2[C:30]=1[N:29]=[C:28]([C:26]([OH:27])=[O:25])[C:37]([Br:38])=[C:36]2[OH:39])[C:42]1[CH:47]=[CH:46][CH:45]=[CH:44][CH:43]=1, predict the reactants needed to synthesize it. The reactants are: COC(C1C=C(O)C2C(=C(OCC3C=CC=CC=3)C=CC=2)N=1)=O.C[O:25][C:26]([C:28]1[C:37]([Br:38])=[C:36]([OH:39])[C:35]2[C:30](=[C:31]([O:40][CH2:41][C:42]3[CH:47]=[CH:46][CH:45]=[CH:44][CH:43]=3)[CH:32]=[CH:33][CH:34]=2)[N:29]=1)=[O:27]. (4) Given the product [CH3:1][C:2]1[CH:7]=[CH:6][CH:5]=[C:4]([CH3:8])[C:3]=1[C:9]1[N:35]=[C:12]2[CH:13]=[CH:14][C:15]([CH2:17][O:18][C:19]3[CH:20]=[CH:21][C:22]([C@@H:25]([C:32]#[C:33][CH3:34])[CH2:26][C:27]([OH:29])=[O:28])=[CH:23][CH:24]=3)=[CH:16][N:11]2[N:10]=1, predict the reactants needed to synthesize it. The reactants are: [CH3:1][C:2]1[CH:7]=[CH:6][CH:5]=[C:4]([CH3:8])[C:3]=1[C:9]1[N:35]=[C:12]2[CH:13]=[CH:14][C:15]([CH2:17][O:18][C:19]3[CH:24]=[CH:23][C:22]([C@@H:25]([C:32]#[C:33][CH3:34])[CH2:26][C:27]([O:29]CC)=[O:28])=[CH:21][CH:20]=3)=[CH:16][N:11]2[N:10]=1.[OH-].[Na+]. (5) Given the product [Cl:16][C:17]1[C:18]([N:24]2[C:2]([C:3]([O:5][CH3:6])=[O:4])=[CH:7][C:8]([CH3:9])=[N:25]2)=[N:19][CH:20]=[C:21]([Cl:23])[CH:22]=1, predict the reactants needed to synthesize it. The reactants are: O=[C:2]([CH2:7][C:8](=O)[CH3:9])[C:3]([O:5][CH3:6])=[O:4].O1CCCC1.[Cl:16][C:17]1[C:18]([NH:24][NH2:25])=[N:19][CH:20]=[C:21]([Cl:23])[CH:22]=1. (6) Given the product [CH3:1][CH2:2][N:3]([CH2:6][CH2:7][NH:8][C:9]([C:11]1[C:12]([CH3:29])=[C:13](/[CH:17]=[C:18]2/[C:19]3[CH:20]=[C:21]([F:28])[CH:22]=[CH:23][C:24]=3[NH:25][C:26]/2=[O:27])[NH:14][C:15]=1[CH3:16])=[O:10])[CH2:4][CH3:5].[C:30]([O-:39])(=[O:38])[C@@H:31]([C@H:33]([C:35]([O-:37])=[O:36])[OH:34])[OH:32], predict the reactants needed to synthesize it. The reactants are: [CH3:1][CH2:2][N:3]([CH2:6][CH2:7][NH:8][C:9]([C:11]1[C:12]([CH3:29])=[C:13](/[CH:17]=[C:18]2/[C:19]3[CH:20]=[C:21]([F:28])[CH:22]=[CH:23][C:24]=3[NH:25][C:26]/2=[O:27])[NH:14][C:15]=1[CH3:16])=[O:10])[CH2:4][CH3:5].[C:30]([OH:39])(=[O:38])[C@@H:31]([C@H:33]([C:35]([OH:37])=[O:36])[OH:34])[OH:32]. (7) Given the product [CH2:36]([N:28]([CH2:29][C:30]1[CH:35]=[CH:34][CH:33]=[CH:32][CH:31]=1)[C@H:21]1[CH2:20][C:19]2[C:24](=[CH:25][CH:26]=[CH:27][C:18]=2[C:6]2[CH:5]=[N:4][C:3]([O:2][CH3:1])=[N:8][CH:7]=2)[O:23][CH2:22]1)[C:37]1[CH:38]=[CH:39][CH:40]=[CH:41][CH:42]=1, predict the reactants needed to synthesize it. The reactants are: [CH3:1][O:2][C:3]1[N:8]=[CH:7][C:6](B(O)O)=[CH:5][N:4]=1.FC(F)(F)S(O[C:18]1[CH:27]=[CH:26][CH:25]=[C:24]2[C:19]=1[CH2:20][C@H:21]([N:28]([CH2:36][C:37]1[CH:42]=[CH:41][CH:40]=[CH:39][CH:38]=1)[CH2:29][C:30]1[CH:35]=[CH:34][CH:33]=[CH:32][CH:31]=1)[CH2:22][O:23]2)(=O)=O. (8) Given the product [I:1][C:2]1[C:10]2[C:5](=[N:6][CH:7]=[C:8]([C:11]3[CH:16]=[CH:15][CH:14]=[CH:13][CH:12]=3)[CH:9]=2)[N:4]([S:25]([C:22]2[CH:23]=[CH:24][C:19]([CH3:29])=[CH:20][CH:21]=2)(=[O:27])=[O:26])[CH:3]=1, predict the reactants needed to synthesize it. The reactants are: [I:1][C:2]1[C:10]2[C:5](=[N:6][CH:7]=[C:8]([C:11]3[CH:16]=[CH:15][CH:14]=[CH:13][CH:12]=3)[CH:9]=2)[NH:4][CH:3]=1.[H-].[Na+].[C:19]1([CH3:29])[CH:24]=[CH:23][C:22]([S:25](Cl)(=[O:27])=[O:26])=[CH:21][CH:20]=1. (9) Given the product [Cl:1][C:2]1[CH:3]=[C:4]([NH:8][C:9]2[C:18]3[C:13](=[CH:14][N:15]=[CH:16][CH:17]=3)[C:12]3=[CH:19][CH:20]=[CH:21][C:22]([C:23]([OH:25])=[O:24])=[C:11]3[N:10]=2)[CH:5]=[CH:6][CH:7]=1, predict the reactants needed to synthesize it. The reactants are: [Cl:1][C:2]1[CH:3]=[C:4]([NH:8][C:9]2[C:18]3[C:13](=[CH:14][N:15]=[CH:16][CH:17]=3)[C:12]3=[CH:19][CH:20]=[CH:21][C:22]([C:23]([O-:25])=[O:24])=[C:11]3[N:10]=2)[CH:5]=[CH:6][CH:7]=1.[OH-].[Na+].O.Cl.